The task is: Predict which catalyst facilitates the given reaction.. This data is from Catalyst prediction with 721,799 reactions and 888 catalyst types from USPTO. (1) Reactant: [C:1]([N:4]1[C:13]2[C:8](=[CH:9][CH:10]=[CH:11][CH:12]=2)[CH:7]([NH:14][C:15]2[CH:20]=[CH:19][C:18]([CH2:21][O:22][Si](C(C)(C)C)(C3C=CC=CC=3)C3C=CC=CC=3)=[CH:17][CH:16]=2)[CH2:6][CH:5]1[CH3:40])(=[O:3])[CH3:2].[F-].C([N+](CCCC)(CCCC)CCCC)CCC. Product: [C:1]([N:4]1[C:13]2[C:8](=[CH:9][CH:10]=[CH:11][CH:12]=2)[CH:7]([NH:14][C:15]2[CH:16]=[CH:17][C:18]([CH2:21][OH:22])=[CH:19][CH:20]=2)[CH2:6][CH:5]1[CH3:40])(=[O:3])[CH3:2]. The catalyst class is: 7. (2) Reactant: C(OC([N:8]1[CH2:13][CH2:12][CH:11]([N:14]2[CH:18]=[C:17]([C:19]3[CH:20]=[N:21][C:22]([NH2:37])=[C:23]([N:25]4[CH2:34][CH2:33][C:32]5[C:27](=[C:28]([F:36])[CH:29]=[CH:30][C:31]=5[F:35])[CH2:26]4)[CH:24]=3)[CH:16]=[N:15]2)[CH2:10][CH2:9]1)=O)(C)(C)C.Cl. Product: [F:35][C:31]1[CH:30]=[CH:29][C:28]([F:36])=[C:27]2[C:32]=1[CH2:33][CH2:34][N:25]([C:23]1[C:22]([NH2:37])=[N:21][CH:20]=[C:19]([C:17]3[CH:16]=[N:15][N:14]([CH:11]4[CH2:10][CH2:9][NH:8][CH2:13][CH2:12]4)[CH:18]=3)[CH:24]=1)[CH2:26]2. The catalyst class is: 275. (3) Reactant: [CH2:1]([O:3][C:4]([C:6]1[CH:7]=[CH:8][CH:9]=[C:10]2[C:15]=1[N:14]=[CH:13][N:12]=[C:11]2[OH:16])=[O:5])[CH3:2].[H-].[Na+].[CH3:19]I. Product: [CH2:1]([O:3][C:4]([C:6]1[CH:7]=[CH:8][CH:9]=[C:10]2[C:15]=1[N:14]=[CH:13][N:12]=[C:11]2[O:16][CH3:19])=[O:5])[CH3:2]. The catalyst class is: 31. (4) Reactant: [F:1][C:2]1[CH:7]=[CH:6][C:5]([F:8])=[CH:4][C:3]=1[C:9]1[CH:14]=[C:13]([N:15]2[C:19]3[CH:20]=[CH:21][C:22]([C:24]4[CH:25]=[N:26][N:27]([CH2:29][CH2:30][N:31]5[CH2:36][CH2:35][O:34][CH2:33][CH2:32]5)[CH:28]=4)=[CH:23][C:18]=3[N:17]=[CH:16]2)[CH:12]=[C:11]([NH:37]C(=O)C)[CH:10]=1.[OH-].[Na+]. Product: [F:1][C:2]1[CH:7]=[CH:6][C:5]([F:8])=[CH:4][C:3]=1[C:9]1[CH:14]=[C:13]([N:15]2[C:19]3[CH:20]=[CH:21][C:22]([C:24]4[CH:25]=[N:26][N:27]([CH2:29][CH2:30][N:31]5[CH2:32][CH2:33][O:34][CH2:35][CH2:36]5)[CH:28]=4)=[CH:23][C:18]=3[N:17]=[CH:16]2)[CH:12]=[C:11]([NH2:37])[CH:10]=1. The catalyst class is: 8. (5) Reactant: II.Br[C:4]1[CH:9]=[CH:8][C:7](Cl)=[C:6](OCC)[CH:5]=1.[C:14](Cl)(=[O:21])[C:15]1[CH:20]=[CH:19][CH:18]=[CH:17][CH:16]=1. Product: [C:14]([C:4]1[CH:5]=[CH:6][CH:7]=[CH:8][CH:9]=1)(=[O:21])[C:15]1[CH:20]=[CH:19][CH:18]=[CH:17][CH:16]=1. The catalyst class is: 1. (6) Reactant: [CH3:1][N:2]1[CH2:7][CH2:6][N:5]([C:8]2[CH:13]=[CH:12][C:11]([C:14]3[C:18]4[CH2:19][C:20]5[S:21][CH:22]=[CH:23][C:24]=5[C:17]=4[N:16](COCC[Si](C)(C)C)[N:15]=3)=[CH:10][CH:9]=2)[CH2:4][CH2:3]1.Cl. Product: [CH3:1][N:2]1[CH2:7][CH2:6][N:5]([C:8]2[CH:9]=[CH:10][C:11]([C:14]3[C:18]4[CH2:19][C:20]5[S:21][CH:22]=[CH:23][C:24]=5[C:17]=4[NH:16][N:15]=3)=[CH:12][CH:13]=2)[CH2:4][CH2:3]1. The catalyst class is: 5. (7) Reactant: N[C@H](C(O)=O)CCC(O)=O.[Cl:11][C:12]1[CH:13]=[CH:14][C:15]2[CH2:21][CH2:20][NH:19][CH2:18][C@H:17]([CH3:22])[C:16]=2[CH:23]=1.[O:24]=[CH:25][C@@H:26]([C@H:28]([C@@H:30]([C@@H:32]([C:34]([O-:36])=[O:35])[OH:33])[OH:31])[OH:29])[OH:27]. Product: [O:24]=[CH:25][C@@H:26]([C@H:28]([C@@H:30]([C@@H:32]([C:34]([OH:36])=[O:35])[OH:33])[OH:31])[OH:29])[OH:27].[Cl:11][C:12]1[CH:13]=[CH:14][C:15]2[CH2:21][CH2:20][NH:19][CH2:18][C@H:17]([CH3:22])[C:16]=2[CH:23]=1. The catalyst class is: 6. (8) Reactant: [NH2:1][C:2]1[CH:11]=[CH:10][C:9]([Br:12])=[CH:8][C:3]=1[C:4]([O:6][CH3:7])=[O:5].CCN(CC)CC.[C:20]1([CH2:26][C:27](Cl)=[O:28])[CH:25]=[CH:24][CH:23]=[CH:22][CH:21]=1.C([O-])([O-])=O.[K+].[K+]. Product: [Br:12][C:9]1[CH:10]=[CH:11][C:2]([NH:1][C:27](=[O:28])[CH2:26][C:20]2[CH:25]=[CH:24][CH:23]=[CH:22][CH:21]=2)=[C:3]([CH:8]=1)[C:4]([O:6][CH3:7])=[O:5]. The catalyst class is: 2.